Dataset: Catalyst prediction with 721,799 reactions and 888 catalyst types from USPTO. Task: Predict which catalyst facilitates the given reaction. (1) Reactant: [CH3:1][O:2][CH:3]([O:6][CH3:7])[CH2:4][NH2:5].Cl.C(N=C=NCCCN(C)C)C.O.ON1C2C=CC=CC=2N=N1.[O:31]([C:36]([NH:38][C@@H:39]1[CH2:44][CH2:43][CH2:42][N:41]([C:45]2[N:49]([S:50]([N:53]([CH3:55])[CH3:54])(=[O:52])=[O:51])[N:48]=[C:47]([C:56](O)=[O:57])[C:46]=2[CH2:59][C:60]2[CH:65]=[CH:64][CH:63]=[CH:62][C:61]=2[Cl:66])[CH2:40]1)=[O:37])[C:32]([CH3:35])([CH3:34])[CH3:33].C(=O)([O-])O.[Na+]. Product: [Cl:66][C:61]1[CH:62]=[CH:63][CH:64]=[CH:65][C:60]=1[CH2:59][C:46]1[C:47]([C:56]([NH:5][CH2:4][CH:3]([O:6][CH3:7])[O:2][CH3:1])=[O:57])=[N:48][N:49]([S:50]([N:53]([CH3:55])[CH3:54])(=[O:52])=[O:51])[C:45]=1[N:41]1[CH2:42][CH2:43][CH2:44][C@@H:39]([NH:38][C:36](=[O:37])[O:31][C:32]([CH3:35])([CH3:33])[CH3:34])[CH2:40]1. The catalyst class is: 289. (2) Product: [C:1]([O:5][C:6]([NH:8][CH2:16]/[C:17](/[F:38])=[CH:18]\[CH2:19][O:20][Si:21]([C:34]([CH3:37])([CH3:36])[CH3:35])([C:22]1[CH:23]=[CH:24][CH:25]=[CH:26][CH:27]=1)[C:28]1[CH:33]=[CH:32][CH:31]=[CH:30][CH:29]=1)=[O:7])([CH3:4])([CH3:2])[CH3:3]. Reactant: [C:1]([O:5][C:6]([N:8]([CH2:16]/[C:17](/[F:38])=[CH:18]\[CH2:19][O:20][Si:21]([C:34]([CH3:37])([CH3:36])[CH3:35])([C:28]1[CH:33]=[CH:32][CH:31]=[CH:30][CH:29]=1)[C:22]1[CH:27]=[CH:26][CH:25]=[CH:24][CH:23]=1)C(=O)C(OCC)=O)=[O:7])([CH3:4])([CH3:3])[CH3:2].[Li+].[OH-]. The catalyst class is: 1. (3) Reactant: [CH3:1][C:2]1[N:6]=[C:5]([C:7]2[CH:12]=[CH:11][CH:10]=[CH:9][C:8]=2[C:13]2[CH:14]=[C:15]3[C:20](=[CH:21][CH:22]=2)[C@H:19]([NH2:23])[CH2:18][CH2:17][CH2:16]3)[O:4][N:3]=1.[O:24]=[C:25]1[NH:30][CH2:29][CH2:28][N:27]([S:31]([C:34]2[CH:40]=[CH:39][C:37]([CH3:38])=[CH:36][CH:35]=2)(=[O:33])=[O:32])[CH:26]1[CH2:41][C:42](O)=[O:43].CN(C(ON1N=NC2C=CC=NC1=2)=[N+](C)C)C.F[P-](F)(F)(F)(F)F.CCN=C=NCCCN(C)C.CCN(C(C)C)C(C)C. Product: [CH3:1][C:2]1[N:6]=[C:5]([C:7]2[CH:12]=[CH:11][CH:10]=[CH:9][C:8]=2[C:13]2[CH:14]=[C:15]3[C:20](=[CH:21][CH:22]=2)[C@H:19]([NH:23][C:42](=[O:43])[CH2:41][CH:26]2[C:25](=[O:24])[NH:30][CH2:29][CH2:28][N:27]2[S:31]([C:34]2[CH:40]=[CH:39][C:37]([CH3:38])=[CH:36][CH:35]=2)(=[O:33])=[O:32])[CH2:18][CH2:17][CH2:16]3)[O:4][N:3]=1. The catalyst class is: 2. (4) Reactant: O.[NH2:2][NH2:3].C1([O:10][C:11](=O)[NH:12][C:13]2[O:17][N:16]=[C:15]([CH3:18])[CH:14]=2)C=CC=CC=1. Product: [CH3:18][C:15]1[CH:14]=[C:13]([NH:12][C:11]([NH:2][NH2:3])=[O:10])[O:17][N:16]=1. The catalyst class is: 8. (5) Reactant: [CH3:1][C:2]1[C:6]([C:7]2[CH:12]=[C:11]([NH2:13])[C:10]([NH2:14])=[C:9]([I:15])[CH:8]=2)=[C:5]([CH3:16])[O:4][N:3]=1.[C:17](OC)(OC)(OC)[O:18][CH3:19]. Product: [I:15][C:9]1[C:10]2[N:14]=[C:17]([O:18][CH3:19])[NH:13][C:11]=2[CH:12]=[C:7]([C:6]2[C:2]([CH3:1])=[N:3][O:4][C:5]=2[CH3:16])[CH:8]=1. The catalyst class is: 15. (6) Reactant: Br[C:2]1[C:3]([CH3:18])=[C:4]([C:9]([O:16][CH3:17])=[C:10]([C:12]([CH3:15])([CH3:14])[CH3:13])[CH:11]=1)[C:5]([O:7][CH3:8])=[O:6].C(=O)([O-])[O-].[Na+].[Na+].[Cl:25][C:26]1[CH:27]=[C:28](B(O)O)[CH:29]=[CH:30][C:31]=1[Cl:32]. Product: [C:12]([C:10]1[C:9]([O:16][CH3:17])=[C:4]([C:5]([O:7][CH3:8])=[O:6])[C:3]([CH3:18])=[C:2]([C:29]2[CH:28]=[CH:27][C:26]([Cl:25])=[C:31]([Cl:32])[CH:30]=2)[CH:11]=1)([CH3:15])([CH3:14])[CH3:13]. The catalyst class is: 11. (7) Reactant: S(Cl)([Cl:3])=O.[Br:5][C:6]1[CH:7]=[C:8]([CH2:14][CH2:15][C:16]([OH:18])=O)[CH:9]=[CH:10][C:11]=1[O:12][CH3:13]. Product: [Br:5][C:6]1[CH:7]=[C:8]([CH2:14][CH2:15][C:16]([Cl:3])=[O:18])[CH:9]=[CH:10][C:11]=1[O:12][CH3:13]. The catalyst class is: 22. (8) Reactant: [C:1]([O:5][C:6]([N:8]1[CH2:12][CH2:11][CH2:10][CH:9]1[C:13](=[O:30])[NH:14][C:15]1[CH:20]=[CH:19][C:18]([C:21]2[CH:26]=[CH:25][CH:24]=[CH:23][C:22]=2SC)=[CH:17][C:16]=1[Cl:29])=[O:7])([CH3:4])([CH3:3])[CH3:2].Cl[C:32]1C=C(C=CC=1)C(OO)=O.[O-:42][S:43]([O-:46])(=S)=O.[Na+].[Na+]. Product: [C:1]([O:5][C:6]([N:8]1[CH2:12][CH2:11][CH2:10][CH:9]1[C:13](=[O:30])[NH:14][C:15]1[CH:20]=[CH:19][C:18]([C:21]2[CH:22]=[CH:23][CH:24]=[CH:25][C:26]=2[S:43]([CH3:32])(=[O:46])=[O:42])=[CH:17][C:16]=1[Cl:29])=[O:7])([CH3:3])([CH3:2])[CH3:4]. The catalyst class is: 25.